Regression/Classification. Given a drug SMILES string, predict its absorption, distribution, metabolism, or excretion properties. Task type varies by dataset: regression for continuous measurements (e.g., permeability, clearance, half-life) or binary classification for categorical outcomes (e.g., BBB penetration, CYP inhibition). Dataset: hlm. From a dataset of Human liver microsome stability data. (1) The molecule is CC1CCN(C(=O)CS(C)(=O)=O)CC1N(C)c1ncnc2[nH]ccc12. The result is 0 (unstable in human liver microsomes). (2) The compound is CC(C)n1nc(-c2cc(C3CC3)on2)c2c(N)ncnc21. The result is 1 (stable in human liver microsomes).